Dataset: Catalyst prediction with 721,799 reactions and 888 catalyst types from USPTO. Task: Predict which catalyst facilitates the given reaction. (1) Reactant: [Br:1][C:2]1[S:6][C:5]([NH2:7])=[N:4][CH:3]=1.[C:8](OC(=O)C)(=[O:10])[CH3:9]. Product: [Br:1][C:2]1[S:6][C:5]([NH:7][C:8](=[O:10])[CH3:9])=[N:4][CH:3]=1. The catalyst class is: 5. (2) Reactant: [NH2:1][CH:2]1[CH2:6][CH:5]([N:7]2[C:16]3[CH:15]=[CH:14][CH:13]=[C:12]([Cl:17])[C:11]=3[C:10]3=[N:18][O:19][C:20]([CH3:21])=[C:9]3[C:8]2=[O:22])[CH:4]=[CH:3]1.[CH3:23][O:24][C:25]1[CH:30]=[CH:29][CH:28]=[CH:27][C:26]=1[CH2:31][C:32](O)=[O:33].CCN(CC)CC.CCN=C=NCCCN(C)C. Product: [Cl:17][C:12]1[C:11]2[C:10]3[C:9](=[C:20]([CH3:21])[O:19][N:18]=3)[C:8](=[O:22])[N:7]([CH:5]3[CH2:6][CH:2]([NH:1][C:32](=[O:33])[CH2:31][C:26]4[CH:27]=[CH:28][CH:29]=[CH:30][C:25]=4[O:24][CH3:23])[CH:3]=[CH:4]3)[C:16]=2[CH:15]=[CH:14][CH:13]=1. The catalyst class is: 2. (3) Reactant: [NH2:1][C:2]1[N:7]=[C:6]([CH3:8])[C:5]([CH2:9][NH:10]C(=O)OC(C)(C)C)=[C:4]([CH3:18])[CH:3]=1.[ClH:19]. Product: [ClH:19].[NH2:10][CH2:9][C:5]1[C:4]([CH3:18])=[CH:3][C:2]([NH2:1])=[N:7][C:6]=1[CH3:8]. The catalyst class is: 13. (4) Reactant: [CH2:1]([C:3]1[CH:4]=[C:5]2[C:9](=[CH:10][C:11]=1[N+:12]([O-])=O)[NH:8][CH:7]=[CH:6]2)[CH3:2]. Product: [CH2:1]([C:3]1[CH:4]=[C:5]2[C:9](=[CH:10][C:11]=1[NH2:12])[NH:8][CH:7]=[CH:6]2)[CH3:2]. The catalyst class is: 181. (5) Reactant: C([N:4]1[C:8]2[CH:9]=[N:10][C:11]3[CH:12]=[CH:13][C:14](Br)=[CH:15][C:16]=3[C:7]=2[C:6]([C:18]2[CH:23]=[CH:22][C:21]([C:24]([CH3:28])([CH3:27])[C:25]#[N:26])=[CH:20][CH:19]=2)=[N:5]1)(=O)C.[N+:29]([C:32]1[CH:33]=[C:34](B(O)O)[CH:35]=[CH:36][CH:37]=1)([O-:31])=[O:30].C([O-])([O-])=O.[Na+].[Na+]. Product: [N+:29]([C:32]1[CH:37]=[C:36]([C:14]2[CH:13]=[CH:12][C:11]3[N:10]=[CH:9][C:8]4[NH:4][N:5]=[C:6]([C:18]5[CH:19]=[CH:20][C:21]([C:24]([CH3:27])([CH3:28])[C:25]#[N:26])=[CH:22][CH:23]=5)[C:7]=4[C:16]=3[CH:15]=2)[CH:35]=[CH:34][CH:33]=1)([O-:31])=[O:30]. The catalyst class is: 128. (6) Reactant: [S:1]1[C:10]2[C:5](=[N:6][CH:7]=[C:8]([C:11](OCC)=[O:12])[CH:9]=2)[O:4][CH2:3][CH2:2]1.[H-].C([Al+]CC(C)C)C(C)C.C(C(C(C([O-])=O)O)O)([O-])=O.[Na+].[K+]. Product: [S:1]1[C:10]2[C:5](=[N:6][CH:7]=[C:8]([CH2:11][OH:12])[CH:9]=2)[O:4][CH2:3][CH2:2]1. The catalyst class is: 7. (7) Reactant: C(OC([N:8]1[C:16]2[C:11](=[CH:12][CH:13]=[C:14]([Cl:17])[CH:15]=2)/[C:10](=[CH:18]/[C:19]2[CH:24]=[C:23]([Cl:25])[CH:22]=[CH:21][C:20]=2[O:26][C:27]2([C:31]([O:33][CH3:34])=[O:32])[CH2:30][CH2:29][CH2:28]2)/[C:9]1=[O:35])=O)(C)(C)C.[F:36][C:37]1[CH:38]=[CH:39][C:40]([CH3:52])=[C:41]([CH:43]=[N:44][C:45]([O:47][Si](C)(C)C)=[CH2:46])[CH:42]=1.C(O)(C(F)(F)F)=O. Product: [Cl:17][C:14]1[CH:15]=[C:16]2[NH:8][C:9](=[O:35])[C:10]3([CH:18]([C:19]4[CH:24]=[C:23]([Cl:25])[CH:22]=[CH:21][C:20]=4[O:26][C:27]4([C:31]([O:33][CH3:34])=[O:32])[CH2:30][CH2:29][CH2:28]4)[CH2:46][C:45](=[O:47])[NH:44][CH:43]3[C:41]3[CH:42]=[C:37]([F:36])[CH:38]=[CH:39][C:40]=3[CH3:52])[C:11]2=[CH:12][CH:13]=1. The catalyst class is: 11.